From a dataset of Reaction yield outcomes from USPTO patents with 853,638 reactions. Predict the reaction yield, written as a fraction of the theoretical maximum amount of product (1.0 means a 100% yield; for example, 0.34 means a 34% yield). (1) The reactants are C(Cl)Cl.Br[C:5]1[CH:6]=[C:7]([N+:17]([O-:19])=[O:18])[C:8]([C:11]2[CH:16]=[CH:15][CH:14]=[CH:13][CH:12]=2)=[N:9][CH:10]=1.[F:20][C:21]1[N:26]=[CH:25][C:24](B(O)O)=[CH:23][CH:22]=1.C(=O)([O-])[O-].[K+].[K+]. The catalyst is CN(C=O)C.[Cu]I.O. The product is [F:20][C:21]1[N:26]=[CH:25][C:24]([C:5]2[CH:10]=[N:9][C:8]([C:11]3[CH:16]=[CH:15][CH:14]=[CH:13][CH:12]=3)=[C:7]([N+:17]([O-:19])=[O:18])[CH:6]=2)=[CH:23][CH:22]=1. The yield is 0.567. (2) The reactants are [Cl:1][C:2]1[CH:3]=[C:4]([CH:23]=[CH:24][C:25]=1[OH:26])[NH:5][C:6]1[C:15]2[C:10](=[CH:11][CH:12]=[CH:13][C:14]=2[O:16][CH:17]2[CH2:22][CH2:21][O:20][CH2:19][CH2:18]2)[N:9]=[CH:8][N:7]=1.Cl[CH2:28][C:29]1[CH:33]=[C:32]([CH3:34])[O:31][N:30]=1. No catalyst specified. The product is [Cl:1][C:2]1[CH:3]=[C:4]([CH:23]=[CH:24][C:25]=1[O:26][CH2:28][C:29]1[CH:33]=[C:32]([CH3:34])[O:31][N:30]=1)[NH:5][C:6]1[C:15]2[C:10](=[CH:11][CH:12]=[CH:13][C:14]=2[O:16][CH:17]2[CH2:18][CH2:19][O:20][CH2:21][CH2:22]2)[N:9]=[CH:8][N:7]=1. The yield is 0.440.